Dataset: Full USPTO retrosynthesis dataset with 1.9M reactions from patents (1976-2016). Task: Predict the reactants needed to synthesize the given product. (1) Given the product [ClH:22].[CH3:21][O:20][CH2:19][CH2:18][O:17][C:13]1[CH:14]=[C:15]2[C:10](=[CH:11][CH:12]=1)[CH2:9][NH:8][CH2:16]2, predict the reactants needed to synthesize it. The reactants are: C(OC([N:8]1[CH2:16][C:15]2[C:10](=[CH:11][CH:12]=[C:13]([O:17][CH2:18][CH2:19][O:20][CH3:21])[CH:14]=2)[CH2:9]1)=O)(C)(C)C.[ClH:22]. (2) Given the product [CH2:15]([O:17][C:18]1[C:27]2[C:22](=[CH:23][CH:24]=[C:25]([CH:28]=[C:11]3[S:10][C:9]([NH:8][CH2:7][C:3]4[S:4][CH:5]=[CH:6][C:2]=4[CH3:1])=[N:13][C:12]3=[O:14])[CH:26]=2)[N:21]=[C:20]([NH:30][CH3:31])[N:19]=1)[CH3:16], predict the reactants needed to synthesize it. The reactants are: [CH3:1][C:2]1[CH:6]=[CH:5][S:4][C:3]=1[CH2:7][NH:8][C:9]1[S:10][CH2:11][C:12](=[O:14])[N:13]=1.[CH2:15]([O:17][C:18]1[C:27]2[C:22](=[CH:23][CH:24]=[C:25]([CH:28]=O)[CH:26]=2)[N:21]=[C:20]([NH:30][CH3:31])[N:19]=1)[CH3:16].C(O)(=O)C1C=CC=CC=1.N1CCCCC1. (3) Given the product [C:9]1([S+:15]([C:23]2[CH:28]=[CH:27][CH:26]=[CH:25][CH:24]=2)[C:16]2[CH:21]=[CH:20][C:19]([OH:22])=[CH:18][CH:17]=2)[CH:14]=[CH:13][CH:12]=[CH:11][CH:10]=1.[F:47][C:31]([F:30])([S:43]([OH:46])(=[O:45])=[O:44])[CH2:32][O:33][C:34]([CH:36]1[CH2:41][CH:40]2[CH2:42][CH:37]1[CH2:38][CH2:39]2)=[O:35], predict the reactants needed to synthesize it. The reactants are: FC(F)(F)S([O-])(=O)=O.[C:9]1([S+:15]([C:23]2[CH:28]=[CH:27][CH:26]=[CH:25][CH:24]=2)[C:16]2[CH:21]=[CH:20][C:19]([OH:22])=[CH:18][CH:17]=2)[CH:14]=[CH:13][CH:12]=[CH:11][CH:10]=1.[Na].[F:30][C:31]([F:47])([S:43]([OH:46])(=[O:45])=[O:44])[CH2:32][O:33][C:34]([CH:36]1[CH2:41][CH:40]2[CH2:42][CH:37]1[CH2:38][CH2:39]2)=[O:35]. (4) Given the product [F:1][C:2]([F:12])([F:13])[C:3]1[CH:8]=[CH:7][CH:6]=[CH:5][C:4]=1[C:9]1([C:10]#[N:11])[CH2:16][CH2:15]1, predict the reactants needed to synthesize it. The reactants are: [F:1][C:2]([F:13])([F:12])[C:3]1[CH:8]=[CH:7][CH:6]=[CH:5][C:4]=1[CH2:9][C:10]#[N:11].Br[CH2:15][CH2:16]Cl.[OH-].[Na+].